Dataset: Forward reaction prediction with 1.9M reactions from USPTO patents (1976-2016). Task: Predict the product of the given reaction. (1) Given the reactants [I:1][C:2]1[C:3]([O:13][CH:14]([CH3:16])[CH3:15])=[N:4][CH:5]=[C:6]([CH:12]=1)[C:7]([O:9]CC)=[O:8].[OH-].[Na+], predict the reaction product. The product is: [I:1][C:2]1[C:3]([O:13][CH:14]([CH3:16])[CH3:15])=[N:4][CH:5]=[C:6]([CH:12]=1)[C:7]([OH:9])=[O:8]. (2) Given the reactants [Cl-].[Na+].[CH3:3][C:4]1[CH:5]=[CH:6][C:7]([C:10]2[CH:11]=[C:12]([CH:16]=[C:17]([C:19]3[CH:20]=[N:21][C:22]([CH3:25])=[N:23][CH:24]=3)[CH:18]=2)[C:13](O)=[O:14])=[N:8][CH:9]=1.[CH3:26][C:27]1[N:31]=[C:30]([C@H:32]([NH2:34])[CH3:33])[O:29][N:28]=1.C(Cl)CCl.C1C=CC2N(O)N=NC=2C=1.C(N(CC)CC)C.FC(F)(F)C(O)=O, predict the reaction product. The product is: [CH3:26][C:27]1[N:31]=[C:30]([C@H:32]([NH:34][C:13](=[O:14])[C:12]2[CH:16]=[C:17]([C:19]3[CH:20]=[N:21][C:22]([CH3:25])=[N:23][CH:24]=3)[CH:18]=[C:10]([C:7]3[CH:6]=[CH:5][C:4]([CH3:3])=[CH:9][N:8]=3)[CH:11]=2)[CH3:33])[O:29][N:28]=1. (3) Given the reactants [CH2:1]([N:6]1[CH:10]=[CH:9][C:8]([N+:11]([O-])=O)=[N:7]1)[CH2:2][CH:3]([CH3:5])[CH3:4].N#N, predict the reaction product. The product is: [CH2:1]([N:6]1[CH:10]=[CH:9][C:8]([NH2:11])=[N:7]1)[CH2:2][CH:3]([CH3:5])[CH3:4]. (4) Given the reactants Br[C:2]1[C:10]2[C:9]([N:11]3[CH2:16][CH2:15][CH:14]([NH:17][C:18](=[O:25])[C:19]4[CH:24]=[CH:23][CH:22]=[CH:21][CH:20]=4)[CH2:13][CH2:12]3)=[N:8][CH:7]=[N:6][C:5]=2[N:4]([S:26]([C:29]2[CH:34]=[CH:33][CH:32]=[CH:31][CH:30]=2)(=[O:28])=[O:27])[CH:3]=1.[CH3:35][N:36]1[CH:40]=[C:39](B2OC(C)(C)C(C)(C)O2)[CH:38]=[N:37]1.O.O.O.P([O-])([O-])([O-])=O.[K+].[K+].[K+].O, predict the reaction product. The product is: [CH3:35][N:36]1[CH2:40][CH:39]([C:2]2[C:10]3[C:9]([N:11]4[CH2:16][CH2:15][CH:14]([NH:17][C:18](=[O:25])[C:19]5[CH:24]=[CH:23][CH:22]=[CH:21][CH:20]=5)[CH2:13][CH2:12]4)=[N:8][CH:7]=[N:6][C:5]=3[N:4]([S:26]([C:29]3[CH:34]=[CH:33][CH:32]=[CH:31][CH:30]=3)(=[O:28])=[O:27])[CH:3]=2)[CH:38]=[N:37]1. (5) Given the reactants [F:1][C:2]1[CH:3]=[CH:4][CH:5]=[C:6]2[C:10]=1[CH:9]([CH2:11][CH2:12][C:13]([NH:15][C:16]1[CH:24]=C[C:19](C(O)=O)=[CH:18][N:17]=1)=[O:14])[N:8]([CH2:25][C:26]1[CH:31]=[CH:30][C:29]([F:32])=[CH:28][CH:27]=1)[C:7]2=[O:33].[N:34]1C=CN=CC=1N, predict the reaction product. The product is: [F:1][C:2]1[CH:3]=[CH:4][CH:5]=[C:6]2[C:10]=1[CH:9]([CH2:11][CH2:12][C:13]([NH:15][C:16]1[CH:24]=[N:34][CH:19]=[CH:18][N:17]=1)=[O:14])[N:8]([CH2:25][C:26]1[CH:27]=[CH:28][C:29]([F:32])=[CH:30][CH:31]=1)[C:7]2=[O:33].